From a dataset of Catalyst prediction with 721,799 reactions and 888 catalyst types from USPTO. Predict which catalyst facilitates the given reaction. (1) Reactant: [O:1]1[CH:5]=[CH:4][CH:3]=[C:2]1[C:6]1[O:7][C:8]([CH3:21])=[C:9]([CH2:11][O:12][C:13]2[CH:20]=[CH:19][C:16]([CH:17]=[O:18])=[CH:15][N:14]=2)[N:10]=1.O1CCCC1.C(O)C.[BH4-].[Na+]. Product: [O:1]1[CH:5]=[CH:4][CH:3]=[C:2]1[C:6]1[O:7][C:8]([CH3:21])=[C:9]([CH2:11][O:12][C:13]2[N:14]=[CH:15][C:16]([CH2:17][OH:18])=[CH:19][CH:20]=2)[N:10]=1. The catalyst class is: 6. (2) Reactant: Cl.[S:2]1[CH:6]=[CH:5][C:4]2[C:7]([N:11]3[CH2:16][CH2:15][N:14]([CH2:17][CH2:18][CH2:19][CH2:20][O:21][C:22]4[CH:31]=[C:30]5[C:25]([CH:26]=[CH:27][C:28](=[O:32])[NH:29]5)=[CH:24][CH:23]=4)[CH2:13][CH2:12]3)=[CH:8][CH:9]=[CH:10][C:3]1=2.C(O)C. Product: [S:2]1[CH:6]=[CH:5][C:4]2[C:7]([N:11]3[CH2:12][CH2:13][N:14]([CH2:17][CH2:18][CH2:19][CH2:20][O:21][C:22]4[CH:31]=[C:30]5[C:25]([CH:26]=[CH:27][C:28](=[O:32])[NH:29]5)=[CH:24][CH:23]=4)[CH2:15][CH2:16]3)=[CH:8][CH:9]=[CH:10][C:3]1=2. The catalyst class is: 6.